Dataset: Forward reaction prediction with 1.9M reactions from USPTO patents (1976-2016). Task: Predict the product of the given reaction. (1) Given the reactants [Cl:1][C:2]1[C:7]([O:8][C:9]2[C:14]([C:15]([F:18])([F:17])[F:16])=[CH:13][CH:12]=[CH:11][N:10]=2)=[CH:6][C:5]([N:19]=[C:20]2[N:28]3[N:23]([CH2:24][CH2:25][CH2:26][CH2:27]3)[C:22](=[O:29])[S:21]2)=[C:4]([F:30])[CH:3]=1.C[O-].[Na+], predict the reaction product. The product is: [Cl:1][C:2]1[C:7]([O:8][C:9]2[C:14]([C:15]([F:16])([F:17])[F:18])=[CH:13][CH:12]=[CH:11][N:10]=2)=[CH:6][C:5]([N:19]2[C:22](=[O:29])[N:23]3[CH2:24][CH2:25][CH2:26][CH2:27][N:28]3[C:20]2=[S:21])=[C:4]([F:30])[CH:3]=1. (2) Given the reactants Br[C:2]1[N:10]=[CH:9][N:8]=[C:7]2[C:3]=1[NH:4][CH:5]=[N:6]2.C(N(C(C)C)CC)(C)C.[F:20][C:21]1[CH:22]=[CH:23][CH:24]=[C:25]2[C:30]=1[N:29]=[C:28]([C:31]1[CH:36]=[CH:35][CH:34]=[CH:33][CH:32]=1)[C:27]([CH2:37][NH2:38])=[CH:26]2, predict the reaction product. The product is: [F:20][C:21]1[CH:22]=[CH:23][CH:24]=[C:25]2[C:30]=1[N:29]=[C:28]([C:31]1[CH:36]=[CH:35][CH:34]=[CH:33][CH:32]=1)[C:27]([CH2:37][NH:38][C:2]1[N:10]=[CH:9][N:8]=[C:7]3[C:3]=1[NH:4][CH:5]=[N:6]3)=[CH:26]2. (3) Given the reactants [CH:1]1[C:9]2[C:8]3[CH2:10][CH2:11][CH2:12][CH2:13][CH2:14][CH2:15][C:7]=3[O:6][C:5]=2[CH:4]=[CH:3][C:2]=1[NH2:16].[O:17]1[CH:21]=[CH:20][CH:19]=[C:18]1[C:22](Cl)=[O:23], predict the reaction product. The product is: [CH:1]1[C:9]2[C:8]3[CH2:10][CH2:11][CH2:12][CH2:13][CH2:14][CH2:15][C:7]=3[O:6][C:5]=2[CH:4]=[CH:3][C:2]=1[NH:16][C:22]([C:18]1[O:17][CH:21]=[CH:20][CH:19]=1)=[O:23]. (4) Given the reactants C(C(NC(=O)OC(C)(C)C)(C)COCC1C=C(N(S(C)(=O)=O)CCC)N=C(Cl)C=1)C1C=CC=CC=1.CNCC1CC1C.C=O.[BH-](OC(C)=O)(OC(C)=O)OC(C)=O.[Na+].C(O)(C(F)(F)F)=O.[NH2:66][C:67]([CH3:105])([CH2:98][C:99]1[CH:104]=[CH:103][CH:102]=[CH:101][CH:100]=1)[CH2:68][O:69][CH2:70][C:71]1[CH:76]=[C:75]([N:77]([CH2:83]C2C=CC=CC=2)[CH2:78][CH:79]2[CH2:81][CH:80]2[CH3:82])[N:74]=[C:73]([N:90]([CH2:95][CH2:96][CH3:97])[S:91]([CH3:94])(=[O:93])=[O:92])[CH:72]=1, predict the reaction product. The product is: [NH2:66][C:67]([CH3:105])([CH2:98][C:99]1[CH:100]=[CH:101][CH:102]=[CH:103][CH:104]=1)[CH2:68][O:69][CH2:70][C:71]1[CH:76]=[C:75]([N:77]([CH3:83])[CH2:78][CH:79]2[CH2:81][CH:80]2[CH3:82])[N:74]=[C:73]([N:90]([CH2:95][CH2:96][CH3:97])[S:91]([CH3:94])(=[O:92])=[O:93])[CH:72]=1. (5) Given the reactants [CH3:1][N:2]([CH3:24])[CH2:3][CH2:4][CH2:5][NH:6][C:7]1[C:16]2[C:11](=[CH:12][CH:13]=[CH:14][CH:15]=2)[N:10]=[C:9]([CH2:17][N:18]2[CH2:23][CH2:22][NH:21][CH2:20][CH2:19]2)[N:8]=1.C(=O)([O-])[O-].[K+].[K+].[I-].[K+].[Cl:33][C:34]1[CH:39]=[CH:38][C:37]([CH:40](Cl)[C:41]2[CH:46]=[CH:45][C:44]([Cl:47])=[CH:43][CH:42]=2)=[CH:36][CH:35]=1, predict the reaction product. The product is: [Cl:33][C:34]1[CH:35]=[CH:36][C:37]([CH:40]([C:41]2[CH:46]=[CH:45][C:44]([Cl:47])=[CH:43][CH:42]=2)[N:21]2[CH2:20][CH2:19][N:18]([CH2:17][C:9]3[N:8]=[C:7]([NH:6][CH2:5][CH2:4][CH2:3][N:2]([CH3:1])[CH3:24])[C:16]4[C:11](=[CH:12][CH:13]=[CH:14][CH:15]=4)[N:10]=3)[CH2:23][CH2:22]2)=[CH:38][CH:39]=1.